Dataset: Full USPTO retrosynthesis dataset with 1.9M reactions from patents (1976-2016). Task: Predict the reactants needed to synthesize the given product. Given the product [N:14]1([CH2:19][C:6]2([C:9]3([C:12]#[N:13])[CH2:10][CH2:11]3)[CH:5]=[CH:4][CH:3]=[CH:8][CH2:7]2)[CH2:18][CH2:17][CH2:16][CH2:15]1, predict the reactants needed to synthesize it. The reactants are: C([C:3]1[CH:8]=[CH:7][C:6]([C:9]2([C:12]#[N:13])[CH2:11][CH2:10]2)=[CH:5][CH:4]=1)=O.[NH:14]1[CH2:18][CH2:17][CH2:16][CH2:15]1.[C:19](O[BH-](OC(=O)C)OC(=O)C)(=O)C.[Na+].CO.